This data is from Reaction yield outcomes from USPTO patents with 853,638 reactions. The task is: Predict the reaction yield, written as a fraction of the theoretical maximum amount of product (1.0 means a 100% yield; for example, 0.34 means a 34% yield). (1) The catalyst is CN(C=O)C. The reactants are [N:1]1([CH2:7][CH2:8][N:9]2[C:21]3[C:12](=[CH:13][C:14]4[C:15](=O)[C:16]([C:22]#[N:23])=[CH:17][NH:18][C:19]=4[CH:20]=3)[N:11]=[CH:10]2)[CH2:6][CH2:5][O:4][CH2:3][CH2:2]1.C(Cl)(=O)C([Cl:28])=O. The yield is 0.610. The product is [Cl:28][C:15]1[C:14]2[CH:13]=[C:12]3[N:11]=[CH:10][N:9]([CH2:8][CH2:7][N:1]4[CH2:6][CH2:5][O:4][CH2:3][CH2:2]4)[C:21]3=[CH:20][C:19]=2[N:18]=[CH:17][C:16]=1[C:22]#[N:23]. (2) The reactants are [Cl:1][C:2]1[CH:23]=[CH:22][C:5]2[N:6]([CH2:18][C:19]([OH:21])=O)[C:7]([CH2:9][C:10]3[C:15]([Cl:16])=[CH:14][CH:13]=[CH:12][C:11]=3[Cl:17])=[N:8][C:4]=2[CH:3]=1.ClC1C=CC2N=C(C3C(Cl)=CC=CC=3Cl)N(CC(O)=O)C=2C=1.[CH:46]([C:49]1[CH:50]=[CH:51][C:52]([CH3:56])=[C:53]([CH:55]=1)[NH2:54])([CH3:48])[CH3:47].CN(C(ON1N=NC2C=CC=NC1=2)=[N+](C)C)C.F[P-](F)(F)(F)(F)F. No catalyst specified. The product is [Cl:1][C:2]1[CH:23]=[CH:22][C:5]2[N:6]([CH2:18][C:19]([NH:54][C:53]3[CH:55]=[C:49]([CH:46]([CH3:47])[CH3:48])[CH:50]=[CH:51][C:52]=3[CH3:56])=[O:21])[C:7]([CH2:9][C:10]3[C:11]([Cl:17])=[CH:12][CH:13]=[CH:14][C:15]=3[Cl:16])=[N:8][C:4]=2[CH:3]=1. The yield is 0.780.